Dataset: Full USPTO retrosynthesis dataset with 1.9M reactions from patents (1976-2016). Task: Predict the reactants needed to synthesize the given product. Given the product [CH:4]([O:6][C:8]1[C:17]2[C:12](=[CH:13][C:14]([OH:18])=[CH:15][CH:16]=2)[CH:11]=[C:10]([NH:19][C:20]2[CH:24]=[C:23]([CH3:25])[NH:22][N:21]=2)[N:9]=1)([CH3:5])[CH3:3], predict the reactants needed to synthesize it. The reactants are: [H-].[Na+].[CH3:3][CH:4]([OH:6])[CH3:5].Br[C:8]1[C:17]2[C:12](=[CH:13][C:14]([OH:18])=[CH:15][CH:16]=2)[CH:11]=[C:10]([NH:19][C:20]2[CH:24]=[C:23]([CH3:25])[NH:22][N:21]=2)[N:9]=1.